From a dataset of Full USPTO retrosynthesis dataset with 1.9M reactions from patents (1976-2016). Predict the reactants needed to synthesize the given product. (1) The reactants are: Cl[C:2]1[N:3]=[N:4][C:5]([C:27]2[CH:32]=[CH:31][CH:30]=[CH:29][C:28]=2[F:33])=[C:6]([C:17]2[CH:22]=[C:21]([O:23][CH3:24])[CH:20]=[C:19]([O:25][CH3:26])[CH:18]=2)[C:7]=1[C:8]1[C:13]([F:14])=[CH:12][C:11]([F:15])=[CH:10][C:9]=1[F:16].[C:34](=O)([O-])[O-].[Cs+].[Cs+].CB1OB(C)OB(C)O1.O. Given the product [CH3:24][O:23][C:21]1[CH:22]=[C:17]([C:6]2[C:7]([C:8]3[C:13]([F:14])=[CH:12][C:11]([F:15])=[CH:10][C:9]=3[F:16])=[C:2]([CH3:34])[N:3]=[N:4][C:5]=2[C:27]2[CH:32]=[CH:31][CH:30]=[CH:29][C:28]=2[F:33])[CH:18]=[C:19]([O:25][CH3:26])[CH:20]=1, predict the reactants needed to synthesize it. (2) The reactants are: [C:1]([O:6][CH2:7][CH:8]1[CH2:13][CH2:12][CH:11]2[O:14][CH:10]2[CH2:9]1)(=[O:5])[C:2]([CH3:4])=[CH2:3].[C:15]([O:20][CH2:21][C:22]1[CH:27]=[CH:26][CH:25]=[CH:24][CH:23]=1)(=[O:19])[C:16]([CH3:18])=[CH2:17].[C:28]([OH:33])(=[O:32])[C:29]([CH3:31])=[CH2:30].N(C(C)(CC)C([O-])=O)=NC(C)(CC)C([O-])=O. Given the product [C:1]([O:6][CH2:7][CH:8]1[CH2:13][CH2:12][CH:11]2[O:14][CH:10]2[CH2:9]1)(=[O:5])[C:2]([CH3:4])=[CH2:3].[C:15]([O:20][CH2:21][C:22]1[CH:23]=[CH:24][CH:25]=[CH:26][CH:27]=1)(=[O:19])[C:16]([CH3:18])=[CH2:17].[C:28]([OH:33])(=[O:32])[C:29]([CH3:31])=[CH2:30], predict the reactants needed to synthesize it. (3) Given the product [CH2:1]([O:8][C:9]1[CH:36]=[CH:35][C:12]2[NH:13][C:14]([C:19]3[C:20](=[O:34])[N:21]([NH:30][CH2:31][CH2:32][CH3:33])[C:22]4[C:27]([C:28]=3[OH:29])=[CH:26][CH:25]=[CH:24][CH:23]=4)=[N:15][S:16](=[O:18])(=[O:17])[C:11]=2[CH:10]=1)[C:2]1[CH:3]=[CH:4][CH:5]=[CH:6][CH:7]=1, predict the reactants needed to synthesize it. The reactants are: [CH2:1]([O:8][C:9]1[CH:36]=[CH:35][C:12]2[NH:13][C:14]([C:19]3[C:20](=[O:34])[N:21]([N:30]=[CH:31][CH2:32][CH3:33])[C:22]4[C:27]([C:28]=3[OH:29])=[CH:26][CH:25]=[CH:24][CH:23]=4)=[N:15][S:16](=[O:18])(=[O:17])[C:11]=2[CH:10]=1)[C:2]1[CH:7]=[CH:6][CH:5]=[CH:4][CH:3]=1.CO.[BH4-].[Li+]. (4) Given the product [NH:8]1[CH2:9][CH2:10][CH:11]([O:14][C:22]2[CH:21]=[C:20]3[C:25](=[CH:24][CH:23]=2)[C:16]([NH2:15])=[N:17][CH:18]=[CH:19]3)[CH2:12][CH2:13]1, predict the reactants needed to synthesize it. The reactants are: C(OC([N:8]1[CH2:13][CH2:12][CH:11]([OH:14])[CH2:10][CH2:9]1)=O)(C)(C)C.[NH2:15][C:16]1[C:25]2[C:20](=[CH:21][C:22](O)=[CH:23][CH:24]=2)[CH:19]=[CH:18][N:17]=1. (5) Given the product [S:1]1[CH:5]=[CH:4][C:3]2[CH:6]=[C:7]([N:10]3[C:15]([CH3:16])=[CH:14][CH:13]=[C:12]3[CH3:11])[CH:8]=[CH:9][C:2]1=2, predict the reactants needed to synthesize it. The reactants are: [S:1]1[CH:5]=[CH:4][C:3]2[CH:6]=[C:7]([NH2:10])[CH:8]=[CH:9][C:2]1=2.[CH3:11][C:12](=O)[CH2:13][CH2:14][C:15](=O)[CH3:16].C(O)(=O)C. (6) Given the product [CH3:21][O:20][C:18]1[C:17]([O:22][CH3:23])=[CH:16][C:12]([C:13]([OH:15])=[O:14])=[C:11]([NH:10][C:1]([O:3][CH2:4][C:5]([Cl:8])([Cl:7])[Cl:6])=[O:2])[CH:19]=1, predict the reactants needed to synthesize it. The reactants are: [C:1](Cl)([O:3][CH2:4][C:5]([Cl:8])([Cl:7])[Cl:6])=[O:2].[NH2:10][C:11]1[CH:19]=[C:18]([O:20][CH3:21])[C:17]([O:22][CH3:23])=[CH:16][C:12]=1[C:13]([OH:15])=[O:14].N1C=CC=CC=1. (7) The reactants are: [C:1]([N:8]1[CH2:13][CH2:12][O:11][CH:10]([C:14]([OH:16])=O)[CH2:9]1)([O:3][C:4]([CH3:7])([CH3:6])[CH3:5])=[O:2].[CH3:17][N:18](C(ON1N=NC2C=CC=NC1=2)=[N+](C)C)C.F[P-](F)(F)(F)(F)F.C(N(CC)C(C)C)(C)C.CN. Given the product [CH3:17][NH:18][C:14]([CH:10]1[O:11][CH2:12][CH2:13][N:8]([C:1]([O:3][C:4]([CH3:7])([CH3:6])[CH3:5])=[O:2])[CH2:9]1)=[O:16], predict the reactants needed to synthesize it. (8) The reactants are: Cl[C:2]1[N:7]=[CH:6][N:5]=[C:4]([NH:8][C:9]2[CH:14]=[CH:13][CH:12]=[C:11]([NH2:15])[N:10]=2)[CH:3]=1.[CH3:16][O:17][C:18]1[CH:23]=[CH:22][C:21]([OH:24])=[CH:20][CH:19]=1.C([O-])([O-])=O.[K+].[K+]. Given the product [O:17]([C:18]1[CH:23]=[CH:22][C:21]([O:24][C:2]2[N:7]=[CH:6][N:5]=[C:4]([NH:8][C:9]3[CH:14]=[CH:13][CH:12]=[C:11]([NH2:15])[N:10]=3)[CH:3]=2)=[CH:20][CH:19]=1)[CH3:16], predict the reactants needed to synthesize it.